Dataset: Catalyst prediction with 721,799 reactions and 888 catalyst types from USPTO. Task: Predict which catalyst facilitates the given reaction. Reactant: [CH3:1][O:2][C:3]1[N:4]=[C:5]2[C:10](=[CH:11][CH:12]=1)[N:9]=[CH:8][CH:7]=[C:6]2[N:13]1[CH:21]=[C:20]2[C:15]([CH2:16][CH2:17][CH:18]([NH2:22])[CH2:19]2)=[N:14]1.C([O-])([O-])=O.[K+].[K+].Cl[CH2:30][C:31]([NH:33][C:34]1[CH:39]=[C:38]([F:40])[CH:37]=[C:36]([F:41])[CH:35]=1)=[O:32].N[C@H](C(O)=O)CC1C=C2C(C=CC=C2)=CC=1. Product: [F:40][C:38]1[CH:39]=[C:34]([NH:33][C:31](=[O:32])[CH2:30][NH:22][CH:18]2[CH2:17][CH2:16][C:15]3[C:20](=[CH:21][N:13]([C:6]4[C:5]5[C:10](=[CH:11][CH:12]=[C:3]([O:2][CH3:1])[N:4]=5)[N:9]=[CH:8][CH:7]=4)[N:14]=3)[CH2:19]2)[CH:35]=[C:36]([F:41])[CH:37]=1. The catalyst class is: 31.